The task is: Predict the reactants needed to synthesize the given product.. This data is from Full USPTO retrosynthesis dataset with 1.9M reactions from patents (1976-2016). (1) Given the product [Br:1][C:2]1[CH:7]=[CH:6][CH:5]=[C:4]([Br:8])[C:3]=1[C:17]1[CH:18]=[CH:19][CH:20]=[CH:21][C:16]=1[Br:15], predict the reactants needed to synthesize it. The reactants are: [Br:1][C:2]1[CH:7]=[CH:6][CH:5]=[C:4]([Br:8])[C:3]=1I.C([Li])(C)(C)C.[Br:15][C:16]1[CH:21]=[CH:20][CH:19]=[CH:18][C:17]=1Br. (2) Given the product [Cl:1][C:2]1[N:3]=[CH:4][CH:5]=[C:6]2[CH:9]=[N:10][NH:8][C:7]=12, predict the reactants needed to synthesize it. The reactants are: [Cl:1][C:2]1[C:7]([NH2:8])=[C:6]([CH3:9])[CH:5]=[CH:4][N:3]=1.[N:10]([O-])=O.[Na+]. (3) The reactants are: ClC1C=CC=CC=1C([NH:6][C:7]1[N:11]([C:12]2[C:17]([Cl:18])=[CH:16][C:15]([Cl:19])=[CH:14][C:13]=2[Cl:20])[N:10]=[C:9]([CH3:21])[C:8]=1[C:22](=[O:30])[C:23]1[CH:28]=[CH:27][CH:26]=[CH:25][C:24]=1[Cl:29])=O.Br.O. Given the product [NH2:6][C:7]1[N:11]([C:12]2[C:17]([Cl:18])=[CH:16][C:15]([Cl:19])=[CH:14][C:13]=2[Cl:20])[N:10]=[C:9]([CH3:21])[C:8]=1[C:22](=[O:30])[C:23]1[CH:28]=[CH:27][CH:26]=[CH:25][C:24]=1[Cl:29], predict the reactants needed to synthesize it. (4) Given the product [NH2:22][C:21]1[C:16]2[C:15]([C:23]3[CH:24]=[CH:25][C:26]([O:29][C:30]4[CH:35]=[CH:34][CH:33]=[CH:32][CH:31]=4)=[CH:27][CH:28]=3)=[C:14]([Br:43])[N:13]([C@@H:10]3[CH2:11][CH2:12][N:8]([C:6]([O:5][C:1]([CH3:4])([CH3:2])[CH3:3])=[O:7])[CH2:9]3)[C:17]=2[N:18]=[CH:19][N:20]=1, predict the reactants needed to synthesize it. The reactants are: [C:1]([O:5][C:6]([N:8]1[CH2:12][CH2:11][C@@H:10]([N:13]2[C:17]3[N:18]=[CH:19][N:20]=[C:21]([NH2:22])[C:16]=3[C:15]([C:23]3[CH:28]=[CH:27][C:26]([O:29][C:30]4[CH:35]=[CH:34][CH:33]=[CH:32][CH:31]=4)=[CH:25][CH:24]=3)=[CH:14]2)[CH2:9]1)=[O:7])([CH3:4])([CH3:3])[CH3:2].C1C(=O)N([Br:43])C(=O)C1. (5) Given the product [CH2:1]([C:3]1[S:4][CH:5]=[C:6](/[CH:8]=[CH:9]\[C:10]2[C:11]([O:21][CH2:22][C:23]3[CH:48]=[CH:47][C:26]([O:27][CH2:28][C:29]4[N:30]=[C:31]([C:35]5[CH:36]=[CH:37][C:38]([CH2:41][C:42]([OH:44])=[O:43])=[CH:39][CH:40]=5)[O:32][C:33]=4[CH3:34])=[C:25]([O:49][CH3:50])[CH:24]=3)=[N:12][N:13]([C:15]3[CH:16]=[CH:17][CH:18]=[CH:19][CH:20]=3)[CH:14]=2)[N:7]=1)[CH3:2], predict the reactants needed to synthesize it. The reactants are: [CH2:1]([C:3]1[S:4][CH:5]=[C:6](/[CH:8]=[CH:9]\[C:10]2[C:11]([O:21][CH2:22][C:23]3[CH:48]=[CH:47][C:26]([O:27][CH2:28][C:29]4[N:30]=[C:31]([C:35]5[CH:40]=[CH:39][C:38]([CH2:41][C:42]([O:44]CC)=[O:43])=[CH:37][CH:36]=5)[O:32][C:33]=4[CH3:34])=[C:25]([O:49][CH3:50])[CH:24]=3)=[N:12][N:13]([C:15]3[CH:20]=[CH:19][CH:18]=[CH:17][CH:16]=3)[CH:14]=2)[N:7]=1)[CH3:2].[OH-].[Na+].O1CCCC1.Cl. (6) Given the product [F:18][CH:2]([F:1])[CH2:3][N:4]([C:5]1[CH:6]=[N:7][CH:8]=[CH:9][C:10]=1[C:11]1[CH:16]=[CH:15][CH:14]=[CH:13][C:12]=1[F:17])[C:26](=[O:27])[C:25]1[CH:43]=[C:44]([C:46]([F:49])([F:47])[F:48])[CH:45]=[C:23]([S:20]([CH3:19])(=[O:22])=[O:21])[CH:24]=1, predict the reactants needed to synthesize it. The reactants are: [F:1][CH:2]([F:18])[CH2:3][NH:4][C:5]1[CH:6]=[N:7][CH:8]=[CH:9][C:10]=1[C:11]1[CH:16]=[CH:15][CH:14]=[CH:13][C:12]=1[F:17].[CH3:19][S:20]([C:23]1[CH:24]=[C:25]([CH:43]=[C:44]([C:46]([F:49])([F:48])[F:47])[CH:45]=1)[C:26](N(C)C1C=NC=CC=1C1C=CC=CC=1C)=[O:27])(=[O:22])=[O:21].F[B-](F)(F)F.BrC1C=CC=C[N+]=1CC.C(N(CC)C(C)C)(C)C. (7) Given the product [NH2:21][C@H:18]1[CH2:19][CH2:20][C@H:15]([CH2:14][CH2:13][N:8]2[C:7]3[CH:29]=[C:3]([C:1]#[N:2])[CH:4]=[CH:5][C:6]=3[O:11][CH2:10][C:9]2=[O:12])[CH2:16][CH2:17]1, predict the reactants needed to synthesize it. The reactants are: [C:1]([C:3]1[CH:4]=[CH:5][C:6]2[O:11][CH2:10][C:9](=[O:12])[N:8]([CH2:13][CH2:14][C@H:15]3[CH2:20][CH2:19][C@H:18]([NH:21]C(=O)OC(C)(C)C)[CH2:17][CH2:16]3)[C:7]=2[CH:29]=1)#[N:2].NC1CCN(CCN2C3C(=CC=C(C#N)C=3)C=CC2=O)CC1.